This data is from Reaction yield outcomes from USPTO patents with 853,638 reactions. The task is: Predict the reaction yield, written as a fraction of the theoretical maximum amount of product (1.0 means a 100% yield; for example, 0.34 means a 34% yield). (1) The reactants are [C:1]([O:5][C:6]([C:8]1[S:9][C:10]([C:15]2[CH:20]=[CH:19][CH:18]=[CH:17][CH:16]=2)=[CH:11][C:12]=1[CH:13]=[O:14])=[O:7])([CH3:4])([CH3:3])[CH3:2].CSC.P([O-])(O)(O)=[O:25].[Na+].Cl([O-])=O.[Na+]. The catalyst is C1COCC1.O. The product is [C:1]([O:5][C:6]([C:8]1[S:9][C:10]([C:15]2[CH:20]=[CH:19][CH:18]=[CH:17][CH:16]=2)=[CH:11][C:12]=1[C:13]([OH:25])=[O:14])=[O:7])([CH3:4])([CH3:2])[CH3:3]. The yield is 1.00. (2) The reactants are [CH:1]1([CH2:7][C@@H:8]([NH2:24])[CH2:9][N:10]2[CH2:15][CH2:14][N:13]([C:16]3[CH:21]=[CH:20][CH:19]=[CH:18][C:17]=3[O:22][CH3:23])[CH2:12][CH2:11]2)[CH2:6][CH2:5][CH2:4][CH2:3][CH2:2]1.C(N(CC)CC)C.[CH3:32][C:33]1([C:39](Cl)=[O:40])[CH2:38][CH2:37][CH2:36][CH2:35][CH2:34]1. The catalyst is ClCCl. The product is [CH:1]1([CH2:7][C@@H:8]([NH:24][C:39]([C:33]2([CH3:32])[CH2:38][CH2:37][CH2:36][CH2:35][CH2:34]2)=[O:40])[CH2:9][N:10]2[CH2:15][CH2:14][N:13]([C:16]3[CH:21]=[CH:20][CH:19]=[CH:18][C:17]=3[O:22][CH3:23])[CH2:12][CH2:11]2)[CH2:6][CH2:5][CH2:4][CH2:3][CH2:2]1. The yield is 0.630. (3) The reactants are [CH2:1]1[C@@H:5]2[CH2:6][NH:7][CH2:8][C@@H:4]2[CH2:3][N:2]1[C:9]([O:11][C:12]([CH3:15])([CH3:14])[CH3:13])=[O:10].C([O-])([O-])=O.[K+].[K+].Br[CH2:23][CH2:24][OH:25]. The catalyst is CN(C=O)C.C(OCC)(=O)C. The product is [OH:25][CH2:24][CH2:23][N:7]1[CH2:6][C@@H:5]2[CH2:1][N:2]([C:9]([O:11][C:12]([CH3:15])([CH3:14])[CH3:13])=[O:10])[CH2:3][C@@H:4]2[CH2:8]1. The yield is 0.610. (4) The reactants are [CH3:1][O:2][C:3]1[C:7]([CH3:8])=[C:6]([O:9][CH3:10])[S:5][C:4]=1[C:11]1[CH:12]=[CH:13][C:14]([N:17]2[CH2:23][CH2:22][CH2:21][N:20]([C:24]3[CH:29]=[CH:28][C:27]([C:30]4[S:31][C:32]([O:38][CH3:39])=[C:33]([CH3:37])[C:34]=4[O:35][CH3:36])=[CH:26][N:25]=3)[CH2:19][CH2:18]2)=[N:15][CH:16]=1.[CH3:40][S:41]([OH:44])(=[O:43])=[O:42]. The catalyst is CO. The product is [CH3:40][S:41]([OH:44])(=[O:43])=[O:42].[CH3:40][S:41]([OH:44])(=[O:43])=[O:42].[CH3:36][O:35][C:34]1[C:33]([CH3:37])=[C:32]([O:38][CH3:39])[S:31][C:30]=1[C:27]1[CH:28]=[CH:29][C:24]([N:20]2[CH2:21][CH2:22][CH2:23][N:17]([C:14]3[CH:13]=[CH:12][C:11]([C:4]4[S:5][C:6]([O:9][CH3:10])=[C:7]([CH3:8])[C:3]=4[O:2][CH3:1])=[CH:16][N:15]=3)[CH2:18][CH2:19]2)=[N:25][CH:26]=1. The yield is 0.610. (5) The reactants are ClC1CCCCC1.[Li].Br[C:10]1[CH:15]=[CH:14][C:13]([C:16]([F:19])([F:18])[F:17])=[CH:12][CH:11]=1.[C:20](OC(=O)C)(=[O:22])[CH3:21].Cl. The catalyst is C1COCC1.O. The product is [CH3:21][C:20]([C:10]1[CH:15]=[CH:14][C:13]([C:16]([F:19])([F:18])[F:17])=[CH:12][CH:11]=1)=[O:22]. The yield is 0.922. (6) The reactants are [CH2:1]([O:3][C:4]([C:6]1[N:7]=[C:8]([C:11]2[CH:16]=[CH:15][CH:14]=[CH:13][CH:12]=2)[O:9][CH:10]=1)=[O:5])[CH3:2].[Cl:17]N1C(=O)CCC1=O. The catalyst is S(=O)(=O)(O)O.C(Cl)(Cl)Cl. The product is [CH2:1]([O:3][C:4]([C:6]1[N:7]=[C:8]([C:11]2[CH:16]=[CH:15][CH:14]=[CH:13][CH:12]=2)[O:9][C:10]=1[Cl:17])=[O:5])[CH3:2]. The yield is 0.370. (7) The reactants are [NH2:1][C:2]1[C:7]([F:8])=[CH:6][C:5]([F:9])=[CH:4][C:3]=1[NH:10][C:11]1[C:19]2[O:18][CH2:17][C@@H:16]([N:20]([C:35](=[O:40])[C:36]([F:39])([F:38])[F:37])[C:21]3[CH:34]=[CH:33][C:24]4[C@H:25]([CH2:28][C:29]([O:31][CH3:32])=[O:30])[CH2:26][O:27][C:23]=4[CH:22]=3)[C:15]=2[CH:14]=[CH:13][CH:12]=1.[C:41](Cl)(=O)[CH2:42][CH3:43].C(=O)([O-])O.[Na+]. The catalyst is CN(C)C(=O)C. The product is [CH2:42]([C:43]1[N:10]([C:11]2[C:19]3[O:18][CH2:17][C@@H:16]([N:20]([C:35](=[O:40])[C:36]([F:38])([F:37])[F:39])[C:21]4[CH:34]=[CH:33][C:24]5[C@H:25]([CH2:28][C:29]([O:31][CH3:32])=[O:30])[CH2:26][O:27][C:23]=5[CH:22]=4)[C:15]=3[CH:14]=[CH:13][CH:12]=2)[C:3]2[CH:4]=[C:5]([F:9])[CH:6]=[C:7]([F:8])[C:2]=2[N:1]=1)[CH3:41]. The yield is 0.820. (8) The reactants are [C:1]([O:7][CH2:8][CH3:9])(=[O:6])[CH2:2][C:3]([O-:5])=O.[K+].[Cl-].[Mg+2].[Cl-].C(N(CC)CC)C.[CH3:21][C@H:22]([C@H:26]([CH3:30])[CH2:27][CH2:28][CH3:29])C(Cl)=O. The catalyst is C(#N)C. The product is [CH2:8]([O:7][C:1](=[O:6])[CH2:2][C:3](=[O:5])[C@H:22]([CH3:21])[C@H:26]([CH3:30])[CH2:27][CH2:28][CH3:29])[CH3:9]. The yield is 0.878. (9) The yield is 0.700. The catalyst is C(Cl)Cl. The product is [Cl:13][CH2:9][C:6]1[N:5]=[CH:4][C:3]([O:2][CH3:1])=[CH:8][N:7]=1. The reactants are [CH3:1][O:2][C:3]1[CH:4]=[N:5][C:6]([CH2:9]O)=[N:7][CH:8]=1.S(Cl)([Cl:13])=O.